Predict the reactants needed to synthesize the given product. From a dataset of Full USPTO retrosynthesis dataset with 1.9M reactions from patents (1976-2016). (1) The reactants are: Br[C:2]1[CH:3]=[CH:4][C:5]2[O:11][CH2:10][CH2:9][N:8]3[C:12]([C:18]([F:21])([F:20])[F:19])=[C:13]([C:15]([NH2:17])=[O:16])[N:14]=[C:7]3[C:6]=2[CH:22]=1.[CH3:23][C:24]1[O:28][N:27]=[C:26]([C@:29]([OH:33])([C:31]#[CH:32])[CH3:30])[CH:25]=1. Given the product [OH:33][C@:29]([C:26]1[CH:25]=[C:24]([CH3:23])[O:28][N:27]=1)([CH3:30])[C:31]#[C:32][C:2]1[CH:3]=[CH:4][C:5]2[O:11][CH2:10][CH2:9][N:8]3[C:12]([C:18]([F:21])([F:20])[F:19])=[C:13]([C:15]([NH2:17])=[O:16])[N:14]=[C:7]3[C:6]=2[CH:22]=1, predict the reactants needed to synthesize it. (2) The reactants are: [CH3:1][N:2]1[C:6](N)=[CH:5][CH:4]=[N:3]1.[CH2:8]([O:10][C:11]1[CH:16]=[C:15]([NH2:17])[CH:14]=[CH:13][N:12]=1)[CH3:9]. Given the product [CH2:8]([O:10][C:11]1[CH:16]=[C:15]([NH:17][C:1]2[N:3]=[CH:4][C:5]3[CH2:5][CH2:6][NH:2][CH2:1][C:6]=3[N:2]=2)[CH:14]=[CH:13][N:12]=1)[CH3:9], predict the reactants needed to synthesize it. (3) Given the product [CH3:1][C:2]1[N:7]=[C:6]2[S:8][C:9]3[CH2:14][CH2:13][CH2:12][CH2:11][C:10]=3[C:5]2=[C:4]([C:15]2[CH:16]=[CH:17][C:18]([CH3:21])=[CH:19][CH:20]=2)[C:3]=1[CH:22]([CH2:28][CH:29]1[CH2:31][CH2:30]1)[C:23]([OH:25])=[O:24], predict the reactants needed to synthesize it. The reactants are: [CH3:1][C:2]1[N:7]=[C:6]2[S:8][C:9]3[CH2:14][CH2:13][CH2:12][CH2:11][C:10]=3[C:5]2=[C:4]([C:15]2[CH:20]=[CH:19][C:18]([CH3:21])=[CH:17][CH:16]=2)[C:3]=1[CH:22]([CH2:28][CH:29]1[CH2:31][CH2:30]1)[C:23]([O:25]CC)=[O:24].[OH-].[Na+]. (4) Given the product [CH:16]([SiH:15]([CH:19]([CH3:21])[CH3:20])[O:6][CH2:1][CH2:2][C:3]#[C:4][CH3:5])([CH3:18])[CH3:17], predict the reactants needed to synthesize it. The reactants are: [CH2:1]([OH:6])[CH2:2][C:3]#[C:4][CH3:5].C(N(CC)CC)C.Cl[SiH:15]([CH:19]([CH3:21])[CH3:20])[CH:16]([CH3:18])[CH3:17]. (5) The reactants are: [F:1][C:2]1[CH:3]=[C:4]([CH:41]=[CH:42][C:43]=1[O:44][C:45]([F:48])([F:47])[F:46])[CH2:5][NH:6][C:7]([C@H:9]1[CH2:14][N:13]([C:15]2[S:16][C:17]3[C:22](Cl)=[N:21][C:20]([CH:24]4[CH2:26][CH2:25]4)=[N:19][C:18]=3[N:27]=2)[CH2:12][CH2:11][N:10]1[S:28]([C:31]1[CH:36]=[CH:35][C:34]([C:37]([F:40])([F:39])[F:38])=[CH:33][CH:32]=1)(=[O:30])=[O:29])=[O:8].C([O-])=O.[NH4+]. Given the product [F:1][C:2]1[CH:3]=[C:4]([CH:41]=[CH:42][C:43]=1[O:44][C:45]([F:48])([F:46])[F:47])[CH2:5][NH:6][C:7]([C@H:9]1[CH2:14][N:13]([C:15]2[S:16][C:17]3[CH:22]=[N:21][C:20]([CH:24]4[CH2:26][CH2:25]4)=[N:19][C:18]=3[N:27]=2)[CH2:12][CH2:11][N:10]1[S:28]([C:31]1[CH:32]=[CH:33][C:34]([C:37]([F:38])([F:40])[F:39])=[CH:35][CH:36]=1)(=[O:30])=[O:29])=[O:8], predict the reactants needed to synthesize it. (6) The reactants are: [CH3:1][N:2]1[C:19](=[O:20])[N:5]2[C:6]3[CH:15]=[C:14]([N+:16]([O-])=O)[CH:13]=[CH:12][C:7]=3[O:8][C:9]([CH3:11])([CH3:10])[C:4]2=[N:3]1. Given the product [NH2:16][C:14]1[CH:13]=[CH:12][C:7]2[O:8][C:9]([CH3:11])([CH3:10])[C:4]3[N:5]([C:19](=[O:20])[N:2]([CH3:1])[N:3]=3)[C:6]=2[CH:15]=1, predict the reactants needed to synthesize it. (7) Given the product [CH:19]1[C:18]2[C:23](=[CH:24][C:25]3[C:30]([C:17]=2[C:2]2[CH:3]=[N:4][C:5]([C:8]4[CH:13]=[CH:12][CH:11]=[CH:10][N:9]=4)=[N:6][CH:7]=2)=[CH:29][CH:28]=[CH:27][CH:26]=3)[CH:22]=[CH:21][CH:20]=1, predict the reactants needed to synthesize it. The reactants are: Br[C:2]1[CH:3]=[N:4][C:5]([C:8]2[CH:13]=[CH:12][CH:11]=[CH:10][N:9]=2)=[N:6][CH:7]=1.B([C:17]1[C:18]2[C:23]([CH:24]=[C:25]3[C:30]=1[CH:29]=[CH:28][CH:27]=[CH:26]3)=[CH:22][CH:21]=[CH:20][CH:19]=2)(O)O.ClCCl. (8) Given the product [CH2:23]([O:22][C:5]1[C:4]2[C:9](=[CH:10][CH:11]=[C:2]([F:1])[CH:3]=2)[C:8](=[O:12])[N:7]([CH2:13][CH:14]([CH3:16])[CH3:15])[C:6]=1[C:17]([O:19][CH2:20][CH3:21])=[O:18])[CH2:24][CH2:25][CH3:26], predict the reactants needed to synthesize it. The reactants are: [F:1][C:2]1[CH:3]=[C:4]2[C:9](=[CH:10][CH:11]=1)[C:8](=[O:12])[N:7]([CH2:13][CH:14]([CH3:16])[CH3:15])[C:6]([C:17]([O:19][CH2:20][CH3:21])=[O:18])=[C:5]2[OH:22].[CH2:23](O)[CH2:24][CH2:25][CH3:26].C(P(CCCC)CCCC)CCC.N(C(N1CCCCC1)=O)=NC(N1CCCCC1)=O. (9) Given the product [CH:12](=[O:29])[CH2:13][CH2:14][CH2:15][CH2:16][CH2:17][CH2:18][CH2:19][CH2:20][CH2:21][CH2:22][CH2:23][CH2:24][CH2:25][CH2:26][CH2:27][CH3:28], predict the reactants needed to synthesize it. The reactants are: O1C2C(=CC=CC=2)C=CC1=O.[C:12](O)(=[O:29])[CH2:13][CH2:14][CH2:15][CH2:16][CH2:17][CH2:18][CH2:19][CH2:20][CH2:21][CH2:22][CH2:23][CH2:24][CH2:25][CH2:26][CH2:27][CH3:28].